This data is from Full USPTO retrosynthesis dataset with 1.9M reactions from patents (1976-2016). The task is: Predict the reactants needed to synthesize the given product. The reactants are: [CH3:1][O:2][C:3]([C:5]1[C:10]([CH:11]=[CH:12][C:13]([O:15][CH3:16])=[O:14])=[CH:9][C:8]([CH3:17])=[CH:7][N:6]=1)=[O:4]. Given the product [CH3:1][O:2][C:3]([C:5]1[C:10]([CH2:11][CH2:12][C:13]([O:15][CH3:16])=[O:14])=[CH:9][C:8]([CH3:17])=[CH:7][N:6]=1)=[O:4], predict the reactants needed to synthesize it.